This data is from Reaction yield outcomes from USPTO patents with 853,638 reactions. The task is: Predict the reaction yield, written as a fraction of the theoretical maximum amount of product (1.0 means a 100% yield; for example, 0.34 means a 34% yield). (1) The reactants are [N+:1]([C:4]1[CH:5]=[N:6][CH:7]=[CH:8][C:9]=1[NH:10][C:11]1[CH:16]=[CH:15][CH:14]=[CH:13][CH:12]=1)([O-])=O. The catalyst is CO.[Pd]. The product is [C:11]1([NH:10][C:9]2[CH:8]=[CH:7][N:6]=[CH:5][C:4]=2[NH2:1])[CH:12]=[CH:13][CH:14]=[CH:15][CH:16]=1. The yield is 1.00. (2) The reactants are [F:1][C:2]1[CH:3]=[C:4]([CH:14]([CH3:18])[C:15]([OH:17])=O)[CH:5]=[CH:6][C:7]=1[CH2:8][NH:9][S:10]([CH3:13])(=[O:12])=[O:11].[CH3:19][C:20]1[CH:21]=[C:22]([C:26]2[CH:31]=[C:30]([C:32]([F:35])([F:34])[F:33])[CH:29]=[CH:28][C:27]=2[CH2:36][NH2:37])[CH:23]=[CH:24][CH:25]=1.CN(C)CCCN=C=NCC.ON1C2C=CC=CC=2N=N1.C(N(CC)CC)C. The catalyst is C(#N)C.C(OCC)(=O)C. The product is [F:1][C:2]1[CH:3]=[C:4]([CH:14]([CH3:18])[C:15]([NH:37][CH2:36][C:27]2[CH:28]=[CH:29][C:30]([C:32]([F:33])([F:34])[F:35])=[CH:31][C:26]=2[C:22]2[CH:23]=[CH:24][CH:25]=[C:20]([CH3:19])[CH:21]=2)=[O:17])[CH:5]=[CH:6][C:7]=1[CH2:8][NH:9][S:10]([CH3:13])(=[O:11])=[O:12]. The yield is 0.840. (3) The reactants are Cl[CH2:2][C:3]1[N:4]=[C:5]([C:8]2[CH:13]=[CH:12][C:11]([Cl:14])=[CH:10][CH:9]=2)[O:6][CH:7]=1.[F:15][C:16]1[C:24]([OH:25])=[CH:23][CH:22]=[C:21]([F:26])[C:17]=1[C:18]([NH2:20])=[O:19].C(=O)([O-])[O-].[K+].[K+]. The catalyst is CN(C=O)C. The product is [Cl:14][C:11]1[CH:12]=[CH:13][C:8]([C:5]2[O:6][CH:7]=[C:3]([CH2:2][O:25][C:24]3[C:16]([F:15])=[C:17]([C:21]([F:26])=[CH:22][CH:23]=3)[C:18]([NH2:20])=[O:19])[N:4]=2)=[CH:9][CH:10]=1. The yield is 0.310. (4) The reactants are [F:1][C:2]1[CH:7]=[CH:6][CH:5]=[C:4]([F:8])[C:3]=1[C:9]1[N:14]=[C:13]([CH3:15])[C:12]([N+:16]([O-])=O)=[CH:11][CH:10]=1.[C:19](O)(=O)C. The catalyst is CN(C=O)C.CCOC(C)=O.C(O)C.[Fe]. The product is [F:1][C:2]1[CH:7]=[CH:6][CH:5]=[C:4]([F:8])[C:3]=1[C:9]1[N:14]=[C:13]2[CH:15]=[CH:19][NH:16][C:12]2=[CH:11][CH:10]=1. The yield is 0.720. (5) The reactants are C(O[C:4]([CH:6]1[O:10][C:9](=[O:11])[N:8]([C:12]2[CH:17]=[CH:16][C:15]([N:18]3[CH:23]=[CH:22][C:21](=[O:24])[CH2:20][CH2:19]3)=[C:14]([F:25])[CH:13]=2)[CH2:7]1)=[O:5])C.[CH2:26]([NH2:28])[CH3:27]. The catalyst is CO. The product is [CH2:26]([NH:28][C:4]([C@@H:6]1[O:10][C:9](=[O:11])[N:8]([C:12]2[CH:17]=[CH:16][C:15]([N:18]3[CH:23]=[CH:22][C:21](=[O:24])[CH2:20][CH2:19]3)=[C:14]([F:25])[CH:13]=2)[CH2:7]1)=[O:5])[CH3:27]. The yield is 0.930.